Dataset: Experimentally validated miRNA-target interactions with 360,000+ pairs, plus equal number of negative samples. Task: Binary Classification. Given a miRNA mature sequence and a target amino acid sequence, predict their likelihood of interaction. (1) The miRNA is hsa-miR-4662a-3p with sequence AAAGAUAGACAAUUGGCUAAAU. The protein sequence of the target gene is MFPLTEENKHVAQLLLNTGTCPRCIFRFCGVDFHAPYKLPYKELLNELQKFLETEKDELILEVMNPPPKKIRLQELEDSIDNLSQNGEGRISVSHVGSTASKNSNLNVCNVCLGILQEFCEKDFIKKVCQKVEASGFEFTSLVFSVSFPPQLSVREHAAWLLVKQEMGKQSLSLGRDDIVQLKEAYKWITHPLFSEELGVPIDGKSLFEVSVVFAHPETVEDCHFLAAICPDCFKPAKNKQSVFTRMAVMKALNKIKEEDFLKQFPCPPNSPKAVCAVLEIECAHGAVFVAGRYNKYSRN.... Result: 0 (no interaction). (2) The protein sequence of the target gene is MGESAAATASLFQRRRRGRGGRVTFPGGLKGSARFLSFGPPFPAPPAPPFPAAPGPWLRRPLFSLKLSDTEDVFPRRAGPLEVPADSRVFVQAALARPSPRWGLALHRCSVTPSSRPAPGPALALLREGCPADTSVAFPPPPPPSPGAARPARFSFRLRPVFNASVQFLHCQLSRCRRLRGVRRAPAPLTPPPPPPPSRCLPQDEACADTGSGSAEGLAADGPHLHTLTQPIVVTVPRPPPRPPKSVPGRAVRPEPPAPAPAALEPAPVVALVLAAFVLGAALAAGLGLVCAHSAPHAPG.... Result: 1 (interaction). The miRNA is hsa-miR-7111-5p with sequence UGGGGGAGGAAGGACAGGCCAU. (3) The miRNA is hsa-miR-146a-5p with sequence UGAGAACUGAAUUCCAUGGGUU. The protein sequence of the target gene is MKLPARVFFTLGSRLPCGLAPRRFFSYGTKILYQNTEALQSKFFSPLQKAMLPPNSFQGKVAFITGGGTGLGKGMTTLLSSLGAQCVIASRKMDVLKATAEQISSQTGNKVHAIQCDVRDPDMVQNTVSELIKVAGHPNIVINNAAGNFISPTERLSPNAWKTITDIVLNGTAFVTLEIGKQLIKAQKGAAFLSITTIYAETGSGFVVPSASAKAGVEAMSKSLAAEWGKYGMRFNVIQPGPIKTKGAFSRLDPTGTFEKEMIGRIPCGRLGTVEELANLAAFLCSDYASWINGAVIKFD.... Result: 1 (interaction). (4) The miRNA is hsa-miR-335-5p with sequence UCAAGAGCAAUAACGAAAAAUGU. The protein sequence of the target gene is MGCFCAVPEEFYCEVLLLDESKLTLTTQQQGIKKSTKGSVVLDHVFHHVNLVEIDYFGLRYCDRSHQTYWLDPAKTLAEHKELINTGPPYTLYFGIKFYAEDPCKLKEEITRYQFFLQVKQDVLQGRLPCPVNTAAQLGAYAIQSELGDYDPYKHTAGYVSEYRFVPDQKEELEEAIERIHKTLMGQIPSEAELNYLRTAKSLEMYGVDLHPVYGENKSEYFLGLTPVGVVVYKNKKQVGKYFWPRITKVHFKETQFELRVLGKDCNETSFFFEARSKTACKHLWKCSVEHHTFFRMPEN.... Result: 1 (interaction).